Dataset: Full USPTO retrosynthesis dataset with 1.9M reactions from patents (1976-2016). Task: Predict the reactants needed to synthesize the given product. Given the product [N:32]1[CH:33]=[CH:34][CH:35]=[N:36][C:31]=1[NH:8][CH2:9][CH2:10][CH2:11][O:12][C:13]1[CH:29]=[CH:28][C:16]2[CH2:17][CH:18]([CH2:23][C:24]([O:26][CH3:27])=[O:25])[C:19](=[O:22])[NH:20][CH2:21][C:15]=2[CH:14]=1, predict the reactants needed to synthesize it. The reactants are: FC(F)(F)C(O)=O.[NH2:8][CH2:9][CH2:10][CH2:11][O:12][C:13]1[CH:29]=[CH:28][C:16]2[CH2:17][CH:18]([CH2:23][C:24]([O:26][CH3:27])=[O:25])[C:19](=[O:22])[NH:20][CH2:21][C:15]=2[CH:14]=1.Br[C:31]1[N:36]=[CH:35][CH:34]=[CH:33][N:32]=1.C([O-])(O)=O.[Na+].